From a dataset of Forward reaction prediction with 1.9M reactions from USPTO patents (1976-2016). Predict the product of the given reaction. (1) Given the reactants [C:1]([C@H:5]1[CH2:10][CH2:9][C@H:8]([NH:11][C:12]2[N:21]=[CH:20][C:19]3[C:14](=[CH:15][CH:16]=[C:17]([C:22]([N:24]4[CH:29]5[CH2:30][CH2:31][CH2:32][CH:25]4[CH2:26][CH:27]([C:33]([O:35]C)=[O:34])[CH2:28]5)=[O:23])[CH:18]=3)[N:13]=2)[CH2:7][CH2:6]1)([CH3:4])([CH3:3])[CH3:2].[OH-].[Na+], predict the reaction product. The product is: [C:1]([C@H:5]1[CH2:10][CH2:9][C@H:8]([NH:11][C:12]2[N:21]=[CH:20][C:19]3[C:14](=[CH:15][CH:16]=[C:17]([C:22]([N:24]4[CH:25]5[CH2:32][CH2:31][CH2:30][CH:29]4[CH2:28][CH:27]([C:33]([OH:35])=[O:34])[CH2:26]5)=[O:23])[CH:18]=3)[N:13]=2)[CH2:7][CH2:6]1)([CH3:4])([CH3:2])[CH3:3]. (2) Given the reactants O[C:2]1[CH:17]=[CH:16][CH:15]=[CH:14][C:3]=1[O:4][C:5]1[CH:13]=[CH:12][CH:11]=[CH:10][C:6]=1[C:7]([OH:9])=[O:8], predict the reaction product. The product is: [CH:10]1[C:6]2[C:7](=[O:9])[O:8][C:2]3[CH:17]=[CH:16][CH:15]=[CH:14][C:3]=3[O:4][C:5]=2[CH:13]=[CH:12][CH:11]=1. (3) Given the reactants [C:1](N1CCNCC1)(=[O:8])C1C=CC=CC=1.[C:15]([N:23]1[CH2:28][CH2:27][N:26]([C:29](=[O:43])[C:30]([C:32]2[C:40]3[C:35](=[C:36](Cl)[N:37]=[CH:38][C:39]=3[F:41])[NH:34][CH:33]=2)=[O:31])[CH2:25][CH2:24]1)(=[O:22])[C:16]1[CH:21]=[CH:20][CH:19]=[CH:18][CH:17]=1.C[O-].[Na+].FC1C=NC(Cl)=C2C=1C=CN2, predict the reaction product. The product is: [C:15]([N:23]1[CH2:28][CH2:27][N:26]([C:29](=[O:43])[C:30]([C:32]2[C:40]3[C:35](=[C:36]([O:8][CH3:1])[N:37]=[CH:38][C:39]=3[F:41])[NH:34][CH:33]=2)=[O:31])[CH2:25][CH2:24]1)(=[O:22])[C:16]1[CH:21]=[CH:20][CH:19]=[CH:18][CH:17]=1. (4) The product is: [F:1][C:2]1[CH:3]=[C:4]([N:8]2[CH:12]=[CH:11][C:10]([NH:13][C:25](=[O:26])[CH2:24][C@H:22]3[CH2:21][CH2:20][N:19]4[C:15](=[O:14])[O:16][CH2:17][C@H:18]4[CH2:23]3)=[N:9]2)[CH:5]=[CH:6][CH:7]=1. Given the reactants [F:1][C:2]1[CH:3]=[C:4]([N:8]2[CH:12]=[CH:11][C:10]([NH2:13])=[N:9]2)[CH:5]=[CH:6][CH:7]=1.[O:14]=[C:15]1[N:19]2[CH2:20][CH2:21][C@H:22]([CH2:24][C:25](O)=[O:26])[CH2:23][C@@H:18]2[CH2:17][O:16]1, predict the reaction product. (5) Given the reactants [CH3:1][C:2]1[C:7]([O:8][C:9]2[C:10]([NH:22][C:23]3[S:27][N:26]=[C:25]([CH:28]4[CH2:34][CH:33]5[N:35](C(OC(C)(C)C)=O)[CH:30]([CH2:31][CH2:32]5)[CH2:29]4)[N:24]=3)=[N:11][CH:12]=[C:13]([S:15][C:16]3[CH:21]=[CH:20][CH:19]=[CH:18][N:17]=3)[CH:14]=2)=[CH:6][CH:5]=[CH:4][N:3]=1.C(O)(C(F)(F)F)=O, predict the reaction product. The product is: [CH:30]12[NH:35][CH:33]([CH2:32][CH2:31]1)[CH2:34][CH:28]([C:25]1[N:24]=[C:23]([NH:22][C:10]3[C:9]([O:8][C:7]4[C:2]([CH3:1])=[N:3][CH:4]=[CH:5][CH:6]=4)=[CH:14][C:13]([S:15][C:16]4[CH:21]=[CH:20][CH:19]=[CH:18][N:17]=4)=[CH:12][N:11]=3)[S:27][N:26]=1)[CH2:29]2. (6) Given the reactants NC[C@@H]1[C@H](C)CCCN1C(C1C=C(C)C=CC=1C1C=NN(C)C=1)=O.[CH3:25][C:26]1[CH:27]=[CH:28][C:29]([N:35]2[N:39]=[CH:38][CH:37]=[N:36]2)=[C:30]([CH:34]=1)[C:31]([OH:33])=O.[F:40][C:41]1([F:59])[CH2:46][CH2:45][NH:44][CH:43]([CH2:47][N:48]2C(=O)C3C(=CC=CC=3)C2=O)[CH2:42]1, predict the reaction product. The product is: [NH2:48][CH2:47][CH:43]1[CH2:42][C:41]([F:59])([F:40])[CH2:46][CH2:45][N:44]1[C:31]([C:30]1[CH:34]=[C:26]([CH3:25])[CH:27]=[CH:28][C:29]=1[N:35]1[N:39]=[CH:38][CH:37]=[N:36]1)=[O:33]. (7) Given the reactants [F:1][C:2]1[CH:20]=[CH:19][C:5]([CH2:6][CH:7]2[C:14]3[CH:13]=[C:12]([C:15]([O:17]C)=[O:16])[NH:11][C:10]=3[CH2:9][CH2:8]2)=[C:4]([CH3:21])[CH:3]=1.[OH-].[Li+], predict the reaction product. The product is: [F:1][C:2]1[CH:20]=[CH:19][C:5]([CH2:6][CH:7]2[C:14]3[CH:13]=[C:12]([C:15]([OH:17])=[O:16])[NH:11][C:10]=3[CH2:9][CH2:8]2)=[C:4]([CH3:21])[CH:3]=1.